From a dataset of Full USPTO retrosynthesis dataset with 1.9M reactions from patents (1976-2016). Predict the reactants needed to synthesize the given product. (1) Given the product [CH3:1][N:2]([CH2:34][C@H:35]1[CH2:37][O:36]1)[S:3]([C:6]1[CH:11]=[CH:10][CH:9]=[CH:8][C:7]=1[N+:12]([O-:14])=[O:13])(=[O:5])=[O:4], predict the reactants needed to synthesize it. The reactants are: [CH3:1][NH:2][S:3]([C:6]1[CH:11]=[CH:10][CH:9]=[CH:8][C:7]=1[N+:12]([O-:14])=[O:13])(=[O:5])=[O:4].C1C=CC(P(C2C=CC=CC=2)C2C=CC=CC=2)=CC=1.[CH3:34][CH2:35][O:36][C:37](/N=N/[C:37]([O:36][CH2:35][CH3:34])=O)=O.O1C[C@@H]1CO. (2) The reactants are: [O:1]=[C:2]1[N:6]([CH:7]2[CH2:12][CH2:11][N:10]([CH:13]3[CH2:18][CH2:17][N:16](C(OCC4C=CC=CC=4)=O)[CH2:15][CH2:14]3)[CH2:9][CH2:8]2)[C@@H:5]2[CH2:29][CH2:30][CH2:31][CH2:32][C@H:4]2[NH:3]1. Given the product [N:10]1([CH:13]2[CH2:18][CH2:17][NH:16][CH2:15][CH2:14]2)[CH2:9][CH2:8][CH:7]([N:6]2[C@@H:5]3[CH2:29][CH2:30][CH2:31][CH2:32][C@H:4]3[NH:3][C:2]2=[O:1])[CH2:12][CH2:11]1, predict the reactants needed to synthesize it. (3) Given the product [CH2:41]([N:34]([CH:35]1[CH2:40][CH2:39][O:38][CH2:37][CH2:36]1)[C:30]1[C:14]2[CH2:15][CH:16]=[CH:17][CH2:18][CH2:19][C:20]3[CH:26]=[C:25]([CH3:27])[NH:24][C:23](=[O:28])[C:21]=3[CH2:22][N:11]([CH2:10][CH2:9][OH:8])[C:12](=[O:43])[C:13]=2[CH:33]=[CH:32][CH:31]=1)[CH3:42], predict the reactants needed to synthesize it. The reactants are: [Si]([O:8][CH2:9][CH2:10][N:11]1[CH2:22][C:21]2[C:23]([O:28]C)=[N:24][C:25]([CH3:27])=[CH:26][C:20]=2[CH2:19][CH2:18][CH:17]=[CH:16][CH2:15][C:14]2[C:30]([N:34]([CH2:41][CH3:42])[CH:35]3[CH2:40][CH2:39][O:38][CH2:37][CH2:36]3)=[CH:31][CH:32]=[CH:33][C:13]=2[C:12]1=[O:43])(C(C)(C)C)(C)C.Cl. (4) Given the product [Cl:33][C:28]1[CH:29]=[CH:30][CH:31]=[CH:32][C:27]=1[C:9]1[C:8](=[O:34])[N:7]([CH2:6][CH2:5][C:4]2[CH:3]=[C:2]([NH:1][C:38](=[O:41])[CH:39]=[CH2:40])[CH:37]=[CH:36][CH:35]=2)[C:12]2[N:13]=[C:14]([NH:17][CH2:18][CH2:19][CH2:20][CH2:21][N:22]([CH2:25][CH3:26])[CH2:23][CH3:24])[N:15]=[CH:16][C:11]=2[CH:10]=1, predict the reactants needed to synthesize it. The reactants are: [NH2:1][C:2]1[CH:3]=[C:4]([CH:35]=[CH:36][CH:37]=1)[CH2:5][CH2:6][N:7]1[C:12]2[N:13]=[C:14]([NH:17][CH2:18][CH2:19][CH2:20][CH2:21][N:22]([CH2:25][CH3:26])[CH2:23][CH3:24])[N:15]=[CH:16][C:11]=2[CH:10]=[C:9]([C:27]2[CH:32]=[CH:31][CH:30]=[CH:29][C:28]=2[Cl:33])[C:8]1=[O:34].[C:38](Cl)(=[O:41])[CH:39]=[CH2:40]. (5) Given the product [F:32][CH:31]([F:33])[CH2:30][N:23]1[CH2:22][CH2:21][C@@H:20]2[N:15]3[C:16]4[C:11](=[CH:10][C:9]([C:6]5[CH:7]=[CH:8][C:3]([O:2][CH3:1])=[CH:4][C:5]=5[C:25]([F:28])([F:26])[F:27])=[CH:18][C:17]=4[C@@H:19]2[CH2:24]1)[CH2:12][CH2:13][CH2:14]3, predict the reactants needed to synthesize it. The reactants are: [CH3:1][O:2][C:3]1[CH:8]=[CH:7][C:6]([C:9]2[CH:10]=[C:11]3[C:16]4=[C:17]([C@@H:19]5[CH2:24][NH:23][CH2:22][CH2:21][C@@H:20]5[N:15]4[CH2:14][CH2:13][CH2:12]3)[CH:18]=2)=[C:5]([C:25]([F:28])([F:27])[F:26])[CH:4]=1.Br[CH2:30][CH:31]([F:33])[F:32].N. (6) Given the product [CH2:9]([C@H:8]1[O:16][C@@H:2]1[C:3]([OH:5])=[O:4])[C:10]1[CH:11]=[CH:12][CH:13]=[CH:14][CH:15]=1, predict the reactants needed to synthesize it. The reactants are: Cl[CH:2]([C@H:8]([OH:16])[CH2:9][C:10]1[CH:15]=[CH:14][CH:13]=[CH:12][CH:11]=1)[C:3]([O:5]CC)=[O:4].[O-]CC.[Na+].C(O)C. (7) Given the product [F:27][C:10]([F:26])([F:9])[C:11]1[CH:25]=[CH:24][CH:23]=[CH:22][C:12]=1[O:13][C:14]1[CH:19]=[CH:18][N:17]=[C:16]([C:20](=[N:7][OH:8])[NH2:21])[CH:15]=1, predict the reactants needed to synthesize it. The reactants are: C(=O)([O-])O.[Na+].Cl.[NH2:7][OH:8].[F:9][C:10]([F:27])([F:26])[C:11]1[CH:25]=[CH:24][CH:23]=[CH:22][C:12]=1[O:13][C:14]1[CH:19]=[CH:18][N:17]=[C:16]([C:20]#[N:21])[CH:15]=1. (8) Given the product [CH3:18][O:17][C:14]1[CH:15]=[CH:16][C:11]([C:10]2[C:9]3[C:4](=[CH:5][CH:6]=[CH:7][CH:8]=3)[NH:3][C:2]=2[C:24]2[C:20]([CH3:19])=[N:21][O:22][C:23]=2[CH3:28])=[CH:12][CH:13]=1, predict the reactants needed to synthesize it. The reactants are: Br[C:2]1[NH:3][C:4]2[C:9]([C:10]=1[C:11]1[CH:16]=[CH:15][C:14]([O:17][CH3:18])=[CH:13][CH:12]=1)=[CH:8][CH:7]=[CH:6][CH:5]=2.[CH3:19][C:20]1[C:24](B(O)O)=[C:23]([CH3:28])[O:22][N:21]=1.